From a dataset of Catalyst prediction with 721,799 reactions and 888 catalyst types from USPTO. Predict which catalyst facilitates the given reaction. Reactant: [CH2:1]([O:3][P:4]([C:9]([C:15]1[CH:20]=[CH:19][C:18]([N+:21]([O-])=O)=[CH:17][CH:16]=1)([O:12][CH2:13][CH3:14])[PH2:10]=[O:11])(=[O:8])[O:5][CH2:6][CH3:7])[CH3:2]. Product: [CH2:1]([O:3][P:4]([C:9]([C:15]1[CH:16]=[CH:17][C:18]([NH2:21])=[CH:19][CH:20]=1)([O:12][CH2:13][CH3:14])[PH2:10]=[O:11])(=[O:8])[O:5][CH2:6][CH3:7])[CH3:2]. The catalyst class is: 14.